This data is from Full USPTO retrosynthesis dataset with 1.9M reactions from patents (1976-2016). The task is: Predict the reactants needed to synthesize the given product. (1) Given the product [F:1][C:2]1[CH:3]=[C:4]([C:9]2[N:14]=[C:13]([NH:15][CH2:16][CH2:17][C:18]3[CH:23]=[CH:22][CH:21]=[CH:20][N:19]=3)[C:12]([C:24]([OH:26])=[O:25])=[CH:11][N:10]=2)[CH:5]=[CH:6][C:7]=1[F:8], predict the reactants needed to synthesize it. The reactants are: [F:1][C:2]1[CH:3]=[C:4]([C:9]2[N:14]=[C:13]([NH:15][CH2:16][CH2:17][C:18]3[CH:23]=[CH:22][CH:21]=[CH:20][N:19]=3)[C:12]([C:24]([O:26]CC)=[O:25])=[CH:11][N:10]=2)[CH:5]=[CH:6][C:7]=1[F:8].[OH-].[Na+]. (2) The reactants are: [Li+].CC([N-]C(C)C)C.[CH2:9]([O:11][C:12]([C:14]1[N:15]=[C:16]([Br:22])[N:17]([CH:19]([CH3:21])[CH3:20])[CH:18]=1)=[O:13])[CH3:10].[C:23]([C:25]1[CH:32]=[CH:31][C:28]([CH:29]=[O:30])=[CH:27][CH:26]=1)#[N:24]. Given the product [CH2:9]([O:11][C:12]([C:14]1[N:15]=[C:16]([Br:22])[N:17]([CH:19]([CH3:21])[CH3:20])[C:18]=1[CH:29]([C:28]1[CH:31]=[CH:32][C:25]([C:23]#[N:24])=[CH:26][CH:27]=1)[OH:30])=[O:13])[CH3:10], predict the reactants needed to synthesize it. (3) Given the product [OH:6][C:5]1[CH:4]=[C:3]([C:2]([F:12])([F:11])[F:1])[N:16]=[CH:14][N:15]=1, predict the reactants needed to synthesize it. The reactants are: [F:1][C:2]([F:12])([F:11])[C:3](=O)[CH2:4][C:5](OCC)=[O:6].Cl.[CH:14]([NH2:16])=[NH:15].C[O-].[Na+]. (4) Given the product [CH2:22]([O:21][C:19]([N:8]1[CH2:7][CH:6]2[C:10](=[O:11])[CH:2]([CH2:3][O:4][CH2:5]2)[CH2:9]1)=[O:20])[C:23]1[CH:28]=[CH:27][CH:26]=[CH:25][CH:24]=1, predict the reactants needed to synthesize it. The reactants are: Cl.[CH:2]12[C:10](=[O:11])[CH:6]([CH2:7][NH:8][CH2:9]1)[CH2:5][O:4][CH2:3]2.C([O-])([O-])=O.[Na+].[Na+].Cl[C:19]([O:21][CH2:22][C:23]1[CH:28]=[CH:27][CH:26]=[CH:25][CH:24]=1)=[O:20]. (5) Given the product [CH:1]1([N:7]([C@H:24]2[CH2:29][CH2:28][C@H:27]([O:43][CH2:44][CH2:45][CH3:46])[CH2:26][CH2:25]2)[C:8](=[O:23])[NH:9][C:10]2[S:11][C:12]([S:15]([NH:18][CH2:19][CH2:61][C:62]([OH:64])=[O:63])(=[O:16])=[O:17])=[CH:13][N:14]=2)[CH2:2][CH2:3][CH2:4][CH2:5][CH2:6]1, predict the reactants needed to synthesize it. The reactants are: [CH:1]1([N:7]([CH:24]2[CH2:29][CH2:28][CH2:27][CH2:26][CH2:25]2)[C:8](=[O:23])[NH:9][C:10]2[S:11][C:12]([S:15]([NH:18][CH2:19]C(O)=O)(=[O:17])=[O:16])=[CH:13][N:14]=2)[CH2:6][CH2:5][CH2:4][CH2:3][CH2:2]1.C1(N[C@H]2CC[C@H]([O:43][CH2:44][CH2:45][CH3:46])CC2)CCCCC1.C1(N([C@H]2CC[C@H](OC)CC2)C(=O)NC2SC(S[CH2:61][C:62]([OH:64])=[O:63])=CN=2)CCCC1.O[C@H]1CC[C@H](C2C=CC=C3C=2C(=O)NC3=O)CC1.BrCCC.C1(=O)CCCCC1.C(OC(=O)CCNS(C1SC(N)=NC=1)(=O)=O)C.